From a dataset of CYP2D6 inhibition data for predicting drug metabolism from PubChem BioAssay. Regression/Classification. Given a drug SMILES string, predict its absorption, distribution, metabolism, or excretion properties. Task type varies by dataset: regression for continuous measurements (e.g., permeability, clearance, half-life) or binary classification for categorical outcomes (e.g., BBB penetration, CYP inhibition). Dataset: cyp2d6_veith. (1) The compound is O=c1c(CCc2ccccc2)nc2cnc(N3CCOCC3)nc2n1CCc1ccccc1. The result is 0 (non-inhibitor). (2) The molecule is Cc1ccc(-c2nnc(-c3ccc4ccccc4c3)o2)cc1. The result is 0 (non-inhibitor). (3) The drug is CSc1nc(C)cc(SC(C(C)=O)C(=O)Nc2ccccc2)n1. The result is 0 (non-inhibitor). (4) The result is 0 (non-inhibitor). The compound is Cc1nn(Cc2c(Cl)cccc2Cl)c(C)c1NC(=O)c1cn(-c2ccccc2)nc1-c1ccccc1. (5) The molecule is CC1=C2C(=O)[C@@H]3[C@@H](CC=C4C[C@@H](O)CC[C@@]43C)[C@H]2CC[C@@]12O[C@H]1C[C@H](C)CN[C@H]1[C@@H]2C. The result is 0 (non-inhibitor). (6) The drug is N[C@H](CCC(=O)O)C(=O)O. The result is 0 (non-inhibitor). (7) The molecule is O=C(Nc1cccn(Cc2c(Cl)cccc2Cl)c1=O)c1ccc(Cl)cc1Cl. The result is 0 (non-inhibitor). (8) The compound is CCn1nnnc1SCC(=O)c1ccc2c(c1)OCCO2. The result is 0 (non-inhibitor). (9) The compound is O=P(O)(O)CCP(=O)(c1ccccc1)c1ccccc1. The result is 0 (non-inhibitor).